Dataset: Catalyst prediction with 721,799 reactions and 888 catalyst types from USPTO. Task: Predict which catalyst facilitates the given reaction. (1) Reactant: [CH3:1][O:2][C:3]([C:5]1[CH:6]=[C:7]([C:12]2[CH:17]=[CH:16][C:15]([CH3:18])=[CH:14][CH:13]=2)[CH:8]=[C:9](I)[CH:10]=1)=[O:4].[CH2:19]([NH2:21])[CH3:20].C1CCN2C(=NCCC2)CC1.C1C[O:36][CH2:35]C1. Product: [CH3:1][O:2][C:3]([C:5]1[CH:6]=[C:7]([C:12]2[CH:17]=[CH:16][C:15]([CH3:18])=[CH:14][CH:13]=2)[CH:8]=[C:9]([C:35](=[O:36])[NH:21][CH2:19][CH3:20])[CH:10]=1)=[O:4]. The catalyst class is: 318. (2) Reactant: [C:1]([C:3]1[CH:4]=[CH:5][C:6]([N:9]2[CH2:14][CH2:13][CH:12]([NH:15][C:16]3[C:21]([C:22]([O:24]CC)=[O:23])=[CH:20][N:19]=[C:18]4[NH:27][CH:28]=[CH:29][C:17]=34)[CH2:11][CH2:10]2)=[N:7][CH:8]=1)#[N:2].[OH-].[Na+].Cl. Product: [C:1]([C:3]1[CH:4]=[CH:5][C:6]([N:9]2[CH2:14][CH2:13][CH:12]([NH:15][C:16]3[C:21]([C:22]([OH:24])=[O:23])=[CH:20][N:19]=[C:18]4[NH:27][CH:28]=[CH:29][C:17]=34)[CH2:11][CH2:10]2)=[N:7][CH:8]=1)#[N:2]. The catalyst class is: 5.